From a dataset of NCI-60 drug combinations with 297,098 pairs across 59 cell lines. Regression. Given two drug SMILES strings and cell line genomic features, predict the synergy score measuring deviation from expected non-interaction effect. (1) Drug 1: C1=CN(C=N1)CC(O)(P(=O)(O)O)P(=O)(O)O. Drug 2: C1C(C(OC1N2C=NC3=C2NC=NCC3O)CO)O. Cell line: MALME-3M. Synergy scores: CSS=3.39, Synergy_ZIP=6.22, Synergy_Bliss=3.17, Synergy_Loewe=1.40, Synergy_HSA=1.49. (2) Drug 1: C1=C(C(=O)NC(=O)N1)F. Drug 2: CC1=C(C=C(C=C1)NC(=O)C2=CC=C(C=C2)CN3CCN(CC3)C)NC4=NC=CC(=N4)C5=CN=CC=C5. Cell line: K-562. Synergy scores: CSS=68.0, Synergy_ZIP=0.455, Synergy_Bliss=-1.01, Synergy_Loewe=0.965, Synergy_HSA=4.01. (3) Drug 1: C1=CC=C(C=C1)NC(=O)CCCCCCC(=O)NO. Drug 2: CCC1(CC2CC(C3=C(CCN(C2)C1)C4=CC=CC=C4N3)(C5=C(C=C6C(=C5)C78CCN9C7C(C=CC9)(C(C(C8N6C)(C(=O)OC)O)OC(=O)C)CC)OC)C(=O)OC)O.OS(=O)(=O)O. Cell line: HCT-15. Synergy scores: CSS=-0.381, Synergy_ZIP=-3.24, Synergy_Bliss=-8.27, Synergy_Loewe=-9.35, Synergy_HSA=-9.08. (4) Drug 1: CCN(CC)CCNC(=O)C1=C(NC(=C1C)C=C2C3=C(C=CC(=C3)F)NC2=O)C. Drug 2: CC12CCC3C(C1CCC2OP(=O)(O)O)CCC4=C3C=CC(=C4)OC(=O)N(CCCl)CCCl.[Na+]. Cell line: M14. Synergy scores: CSS=6.77, Synergy_ZIP=-2.67, Synergy_Bliss=-0.729, Synergy_Loewe=-3.31, Synergy_HSA=-1.11.